Dataset: Catalyst prediction with 721,799 reactions and 888 catalyst types from USPTO. Task: Predict which catalyst facilitates the given reaction. (1) Reactant: [O:1]=[C:2]1[C:11]2[CH:10]=[CH:9][CH:8]=[C:7]3[NH:12][CH:13]([C:23]4[CH:28]=[CH:27][CH:26]=[CH:25][CH:24]=4)[CH:14]([C:15]4[CH:16]=[C:17]([CH:20]=[CH:21][CH:22]=4)[CH:18]=O)[C:5]([C:6]=23)=[N:4][NH:3]1.ClCCl.[CH3:32][N:33]1[CH2:38][CH2:37][NH:36][CH2:35][CH2:34]1.[BH4-].[Na+]. Product: [CH3:32][N:33]1[CH2:38][CH2:37][N:36]([CH2:18][C:17]2[CH:16]=[C:15]([CH:14]3[C:5]4=[N:4][NH:3][C:2](=[O:1])[C:11]5[CH:10]=[CH:9][CH:8]=[C:7]([C:6]=54)[NH:12][CH:13]3[C:23]3[CH:24]=[CH:25][CH:26]=[CH:27][CH:28]=3)[CH:22]=[CH:21][CH:20]=2)[CH2:35][CH2:34]1. The catalyst class is: 15. (2) Reactant: [CH2:1]([O:8][C:9]1[CH:14]=[CH:13][C:12]([CH:15]([S:19]([C:22]2[CH:28]=[CH:27][C:25]([CH3:26])=[CH:24][CH:23]=2)(=[O:21])=[O:20])[NH:16][CH:17]=O)=[CH:11][CH:10]=1)[C:2]1[CH:7]=[CH:6][CH:5]=[CH:4][CH:3]=1.O=P(Cl)(Cl)Cl.C(N(CC)CC)C.O. Product: [CH2:1]([O:8][C:9]1[CH:14]=[CH:13][C:12]([CH:15]([N+:16]#[C-:17])[S:19]([C:22]2[CH:23]=[CH:24][C:25]([CH3:26])=[CH:27][CH:28]=2)(=[O:21])=[O:20])=[CH:11][CH:10]=1)[C:2]1[CH:7]=[CH:6][CH:5]=[CH:4][CH:3]=1. The catalyst class is: 216. (3) Reactant: [CH3:1][N:2]([CH3:21])[C:3]([C:5]1[CH:6]=[C:7]([S:11]([N:14]2[CH2:17][CH:16]([C:18]([OH:20])=[O:19])[CH2:15]2)(=[O:13])=[O:12])[CH:8]=[CH:9][CH:10]=1)=[O:4].[Cl:22][C:23]1[CH:24]=[N+:25]([O-:48])[CH:26]=[C:27]([Cl:47])[C:28]=1[CH2:29][C@@H:30]([C:32]1[CH:37]=[CH:36][C:35]([O:38][CH:39]([F:41])[F:40])=[C:34]([O:42][CH2:43][CH:44]2[CH2:46][CH2:45]2)[CH:33]=1)O.C(Cl)CCl. Product: [Cl:22][C:23]1[CH:24]=[N+:25]([O-:48])[CH:26]=[C:27]([Cl:47])[C:28]=1[CH2:29][C@@H:30]([C:32]1[CH:37]=[CH:36][C:35]([O:38][CH:39]([F:41])[F:40])=[C:34]([O:42][CH2:43][CH:44]2[CH2:46][CH2:45]2)[CH:33]=1)[O:19][C:18]([CH:16]1[CH2:17][N:14]([S:11]([C:7]2[CH:8]=[CH:9][CH:10]=[C:5]([C:3](=[O:4])[N:2]([CH3:21])[CH3:1])[CH:6]=2)(=[O:12])=[O:13])[CH2:15]1)=[O:20]. The catalyst class is: 79. (4) Reactant: [SH:1][C:2]1[NH:3][CH:4]=[C:5]([C:7]([O:9][CH2:10][CH3:11])=[O:8])[N:6]=1.[C:12]([O-])([O-])=O.[K+].[K+].CI. Product: [CH3:12][S:1][C:2]1[NH:3][CH:4]=[C:5]([C:7]([O:9][CH2:10][CH3:11])=[O:8])[N:6]=1. The catalyst class is: 3. (5) Reactant: [ClH:1].C(N1CCC([N:14]2[C:26]3[C:25]4[CH:24]=[C:23](C(N5CCC(COCC)CC5)=O)[C:22](C)=[CH:21][C:20]=4[NH:19][C:18](=[O:40])[C:17]=3[CH:16]=[N:15]2)C1)C1C=CC=CC=1. Product: [ClH:1].[NH:14]1[C:26]2[C:25]3[CH:24]=[CH:23][CH:22]=[CH:21][C:20]=3[NH:19][C:18](=[O:40])[C:17]=2[CH:16]=[N:15]1. The catalyst class is: 563. (6) The catalyst class is: 45. Product: [CH3:8][N:9]([CH3:10])[CH:4]1[CH2:5][CH2:6][O:1][CH2:2][CH2:3]1. Reactant: [O:1]1[CH2:6][CH2:5][C:4](=O)[CH2:3][CH2:2]1.[CH3:8][NH:9][CH3:10].[H][H]. (7) Reactant: [N:1]1[CH:6]=[CH:5][C:4]([O:7][C@@H:8]2[C@H:12]3[O:13][CH2:14][C@@H:15]([OH:16])[C@H:11]3[O:10][CH2:9]2)=[CH:3][CH:2]=1. Product: [NH:1]1[CH2:2][CH2:3][CH:4]([O:7][C@@H:8]2[C@H:12]3[O:13][CH2:14][C@@H:15]([OH:16])[C@H:11]3[O:10][CH2:9]2)[CH2:5][CH2:6]1. The catalyst class is: 404.